This data is from CYP1A2 inhibition data for predicting drug metabolism from PubChem BioAssay. The task is: Regression/Classification. Given a drug SMILES string, predict its absorption, distribution, metabolism, or excretion properties. Task type varies by dataset: regression for continuous measurements (e.g., permeability, clearance, half-life) or binary classification for categorical outcomes (e.g., BBB penetration, CYP inhibition). Dataset: cyp1a2_veith. (1) The drug is O=C(c1ccccc1)c1c[nH]c(C(=O)NCc2cccnc2)c1. The result is 1 (inhibitor). (2) The result is 0 (non-inhibitor). The drug is N=C(N)c1ccccc1. (3) The drug is O=C(c1ccco1)N1CCC[C@@]2(CCN(c3cccc(-c4ccccc4)c3)C2)C1. The result is 1 (inhibitor). (4) The compound is C/C1=C2/N=C(/C=C3\N=C(/C(C)=C4\[N-][C@@](C)([C@H]5N=C1[C@@](C)(CCC(=O)NC[C@H](C)OP(=O)([O-])O[C@@H]1[C@H](O)[C@H](n6cnc7cc(C)c(C)cc76)O[C@@H]1CO)[C@@H]5CC(N)=O)[C@](C)(CC(N)=O)[C@H]4CCC(N)=O)[C@@](C)(CC(N)=O)[C@@H]3CCC(N)=O)C(C)(C)[C@@H]2CCC(N)=O.[C-]#N.[Co+3]. The result is 0 (non-inhibitor).